Dataset: Forward reaction prediction with 1.9M reactions from USPTO patents (1976-2016). Task: Predict the product of the given reaction. (1) Given the reactants Br[C:2]1[CH:3]=[C:4]2[C:8](=[CH:9][CH:10]=1)[N:7]([C:11]1[CH:16]=[CH:15][C:14]([F:17])=[CH:13][CH:12]=1)[N:6]=[CH:5]2.[Li]CCCC.[CH3:23][N:24]([CH3:43])[S:25]([N:28]1[C:32]2=[N:33][CH:34]=[CH:35][CH:36]=[C:31]2[C:30]([C:37](=[O:42])[C:38]([F:41])([F:40])[F:39])=[CH:29]1)(=[O:27])=[O:26], predict the reaction product. The product is: [CH3:23][N:24]([CH3:43])[S:25]([N:28]1[C:32]2=[N:33][CH:34]=[CH:35][CH:36]=[C:31]2[C:30]([C:37]([C:2]2[CH:3]=[C:4]3[C:8](=[CH:9][CH:10]=2)[N:7]([C:11]2[CH:16]=[CH:15][C:14]([F:17])=[CH:13][CH:12]=2)[N:6]=[CH:5]3)([OH:42])[C:38]([F:39])([F:41])[F:40])=[CH:29]1)(=[O:26])=[O:27]. (2) Given the reactants [H-].[Na+].Cl.[OH:4][C@H:5]([CH3:9])[C:6](=[NH:8])[NH2:7].[NH:10]1[C:14]2[CH:15]=[CH:16][CH:17]=[CH:18][C:13]=2[NH:12][C:11]1=[C:19]([C:33]([C:35]1[CH:40]=[CH:39][CH:38]=[C:37]([F:41])[CH:36]=1)=[O:34])[C:20]([C:22]1[CH:23]=[CH:24][C:25]([F:32])=[C:26]([S:28](Cl)(=[O:30])=[O:29])[CH:27]=1)=[O:21], predict the reaction product. The product is: [NH:10]1[C:14]2[CH:15]=[CH:16][CH:17]=[CH:18][C:13]=2[NH:12][C:11]1=[C:19]([C:33]([C:35]1[CH:40]=[CH:39][CH:38]=[C:37]([F:41])[CH:36]=1)=[O:34])[C:20]([C:22]1[CH:23]=[CH:24][C:25]([F:32])=[C:26]([S:28]([NH:8][C:6](=[NH:7])[C@H:5]([OH:4])[CH3:9])(=[O:29])=[O:30])[CH:27]=1)=[O:21]. (3) Given the reactants [Cl:1][C:2]1[CH:11]=[C:10](I)[CH:9]=[CH:8][C:3]=1[C:4]([O:6][CH3:7])=[O:5].[Br-].[C:14]([O:18][C:19](=[O:22])[CH2:20][Zn+])([CH3:17])([CH3:16])[CH3:15].[Cl-].[NH4+].C(OCC)(=O)C, predict the reaction product. The product is: [C:14]([O:18][C:19](=[O:22])[CH2:20][C:10]1[CH:9]=[CH:8][C:3]([C:4]([O:6][CH3:7])=[O:5])=[C:2]([Cl:1])[CH:11]=1)([CH3:17])([CH3:16])[CH3:15].